This data is from Full USPTO retrosynthesis dataset with 1.9M reactions from patents (1976-2016). The task is: Predict the reactants needed to synthesize the given product. (1) Given the product [CH3:30][N:32]([CH3:35])[C:33](=[O:39])[NH:1][C:2]1[CH:7]=[C:6]([O:8][C:9]2[CH:14]=[CH:13][C:12]([NH:15][C:16](=[O:28])[CH2:17][C:18]([NH:20][C:21]3[CH:26]=[CH:25][C:24]([F:27])=[CH:23][CH:22]=3)=[O:19])=[C:11]([F:29])[CH:10]=2)[CH:5]=[CH:4][N:3]=1, predict the reactants needed to synthesize it. The reactants are: [NH2:1][C:2]1[CH:7]=[C:6]([O:8][C:9]2[CH:14]=[CH:13][C:12]([NH:15][C:16](=[O:28])[CH2:17][C:18]([NH:20][C:21]3[CH:26]=[CH:25][C:24]([F:27])=[CH:23][CH:22]=3)=[O:19])=[C:11]([F:29])[CH:10]=2)[CH:5]=[CH:4][N:3]=1.[CH2:30]([N:32]([CH2:35]C)[CH2:33]C)C.ClC(OC1C=CC=CC=1)=[O:39].C(OCC)C. (2) Given the product [F:15][C:16]([F:29])([F:28])[S:17]([O:1][C:2]1[CH:3]=[C:4]2[C:9](=[CH:10][CH:11]=1)[S:8][C:7]([CH3:12])([CH3:13])[CH2:6][C:5]2=[O:14])(=[O:19])=[O:18], predict the reactants needed to synthesize it. The reactants are: [OH:1][C:2]1[CH:3]=[C:4]2[C:9](=[CH:10][CH:11]=1)[S:8][C:7]([CH3:13])([CH3:12])[CH2:6][C:5]2=[O:14].[F:15][C:16]([F:29])([F:28])[S:17](O[S:17]([C:16]([F:29])([F:28])[F:15])(=[O:19])=[O:18])(=[O:19])=[O:18]. (3) The reactants are: [F:1][C:2]1[CH:7]=[CH:6][C:5]([C:8](=O)[CH:9]([C:16]2[CH:21]=[CH:20][CH:19]=[CH:18][CH:17]=2)[CH2:10][C:11](=O)[CH:12]([CH3:14])[CH3:13])=[CH:4][CH:3]=1.[NH2:23][CH2:24][CH2:25][C@H:26]1[O:31][C:30]2([CH2:36][CH2:35][CH2:34][CH2:33][CH2:32]2)[O:29][C@@H:28]([CH2:37][C:38]([O:40][CH:41]2[CH2:46][CH2:45][CH2:44][CH2:43][CH2:42]2)=[O:39])[CH2:27]1. Given the product [F:1][C:2]1[CH:7]=[CH:6][C:5]([C:8]2[N:23]([CH2:24][CH2:25][C@H:26]3[O:31][C:30]4([CH2:36][CH2:35][CH2:34][CH2:33][CH2:32]4)[O:29][C@@H:28]([CH2:37][C:38]([O:40][CH:41]4[CH2:46][CH2:45][CH2:44][CH2:43][CH2:42]4)=[O:39])[CH2:27]3)[C:11]([CH:12]([CH3:14])[CH3:13])=[CH:10][C:9]=2[C:16]2[CH:21]=[CH:20][CH:19]=[CH:18][CH:17]=2)=[CH:4][CH:3]=1, predict the reactants needed to synthesize it.